From a dataset of Peptide-MHC class II binding affinity with 134,281 pairs from IEDB. Regression. Given a peptide amino acid sequence and an MHC pseudo amino acid sequence, predict their binding affinity value. This is MHC class II binding data. (1) The peptide sequence is AFKVHATAANAAPAN. The MHC is HLA-DPA10201-DPB11401 with pseudo-sequence HLA-DPA10201-DPB11401. The binding affinity (normalized) is 0.703. (2) The peptide sequence is TPAAPAGAEPAGKAT. The MHC is DRB1_1101 with pseudo-sequence DRB1_1101. The binding affinity (normalized) is 0. (3) The peptide sequence is YDKCLANVSTVLTGK. The MHC is DRB1_0404 with pseudo-sequence DRB1_0404. The binding affinity (normalized) is 0.668. (4) The peptide sequence is DAITSGIEVVWTNTP. The MHC is DRB1_1501 with pseudo-sequence DRB1_1501. The binding affinity (normalized) is 0.175.